Dataset: Peptide-MHC class I binding affinity with 185,985 pairs from IEDB/IMGT. Task: Regression. Given a peptide amino acid sequence and an MHC pseudo amino acid sequence, predict their binding affinity value. This is MHC class I binding data. (1) The peptide sequence is KLDAWLLPF. The MHC is HLA-C04:01 with pseudo-sequence HLA-C04:01. The binding affinity (normalized) is 0.0847. (2) The binding affinity (normalized) is 0.624. The MHC is H-2-Kd with pseudo-sequence YVAFYEQRASDWFVSTAYFRFQFYTWADYAYEWY. The peptide sequence is SYTPGRQMA. (3) The peptide sequence is PYDCKELRL. The MHC is HLA-A23:01 with pseudo-sequence HLA-A23:01. The binding affinity (normalized) is 0.232. (4) The peptide sequence is SITEVECFL. The MHC is HLA-A29:02 with pseudo-sequence HLA-A29:02. The binding affinity (normalized) is 0.0685. (5) The peptide sequence is LQNFCQHLV. The MHC is HLA-A02:11 with pseudo-sequence HLA-A02:11. The binding affinity (normalized) is 1.00. (6) The peptide sequence is STELIRRVRR. The MHC is HLA-A31:01 with pseudo-sequence HLA-A31:01. The binding affinity (normalized) is 0.543. (7) The MHC is HLA-A03:01 with pseudo-sequence HLA-A03:01. The peptide sequence is ERAKIRGSL. The binding affinity (normalized) is 0. (8) The peptide sequence is LVKMINHLK. The MHC is HLA-A33:01 with pseudo-sequence HLA-A33:01. The binding affinity (normalized) is 0.508. (9) The peptide sequence is VGNLYVKF. The MHC is Mamu-B52 with pseudo-sequence Mamu-B52. The binding affinity (normalized) is 0.764.